This data is from Peptide-MHC class I binding affinity with 185,985 pairs from IEDB/IMGT. The task is: Regression. Given a peptide amino acid sequence and an MHC pseudo amino acid sequence, predict their binding affinity value. This is MHC class I binding data. The peptide sequence is YYFMKFRRVF. The MHC is HLA-A23:01 with pseudo-sequence HLA-A23:01. The binding affinity (normalized) is 0.962.